Dataset: Catalyst prediction with 721,799 reactions and 888 catalyst types from USPTO. Task: Predict which catalyst facilitates the given reaction. (1) Reactant: [NH:1]1[CH2:6][CH2:5][CH:4]([NH:7][C:8](=[O:14])[O:9][C:10]([CH3:13])([CH3:12])[CH3:11])[CH2:3][CH2:2]1.[Cl:15][C:16]1[CH:17]=[C:18]([CH:21]=[C:22]([Cl:24])[CH:23]=1)[CH2:19][OH:20].[C:25](N1C=CN=C1)(N1C=CN=C1)=[O:26]. Product: [C:10]([O:9][C:8]([NH:7][CH:4]1[CH2:3][CH2:2][N:1]([C:25]([O:20][CH2:19][C:18]2[CH:17]=[C:16]([Cl:15])[CH:23]=[C:22]([Cl:24])[CH:21]=2)=[O:26])[CH2:6][CH2:5]1)=[O:14])([CH3:11])([CH3:13])[CH3:12]. The catalyst class is: 3. (2) Reactant: [NH2:1][C:2]1[CH:3]=[N:4][O:5][CH:6]=1.N1C=CC=CC=1.Cl[C:14]([O:16][C:17]1[CH:22]=[CH:21][CH:20]=[CH:19][CH:18]=1)=[O:15]. Product: [O:5]1[CH:6]=[C:2]([NH:1][C:14](=[O:15])[O:16][C:17]2[CH:22]=[CH:21][CH:20]=[CH:19][CH:18]=2)[CH:3]=[N:4]1. The catalyst class is: 56. (3) Reactant: C(OC([NH:8][CH2:9][C:10]([O:12][C:13]1[CH:18]=[CH:17][C:16]([C:19]2[C:20]([CH2:32][O:33][C:34]3[CH:39]=[C:38]([F:40])[CH:37]=[CH:36][C:35]=3[CH3:41])=[C:21]3[C:26](=[CH:27][CH:28]=2)[NH:25][C:24]([CH3:30])([CH3:29])[CH:23]=[C:22]3[CH3:31])=[C:15]([O:42][CH3:43])[CH:14]=1)=[O:11])=O)(C)(C)C.[ClH:44].O1CCOCC1. Product: [ClH:44].[NH2:8][CH2:9][C:10]([O:12][C:13]1[CH:18]=[CH:17][C:16]([C:19]2[C:20]([CH2:32][O:33][C:34]3[CH:39]=[C:38]([F:40])[CH:37]=[CH:36][C:35]=3[CH3:41])=[C:21]3[C:26](=[CH:27][CH:28]=2)[NH:25][C:24]([CH3:30])([CH3:29])[CH:23]=[C:22]3[CH3:31])=[C:15]([O:42][CH3:43])[CH:14]=1)=[O:11]. The catalyst class is: 12. (4) Reactant: N1C=CC=CC=1.[Si:7]([O:14][CH2:15][CH:16]([CH2:18][O:19][CH2:20][CH2:21][CH2:22][CH2:23][CH2:24][CH2:25][CH2:26][CH2:27][CH2:28][CH2:29][CH2:30][CH2:31][CH2:32][CH2:33][CH2:34][CH3:35])[OH:17])([C:10]([CH3:13])([CH3:12])[CH3:11])([CH3:9])[CH3:8].[C:36](Cl)(=[O:58])[CH:37]=[CH:38][CH:39]=[CH:40][CH:41]=[CH:42][CH:43]=[CH:44][CH:45]=[CH:46][CH:47]=[CH:48][CH2:49][CH2:50][CH2:51][CH2:52][CH2:53][CH2:54][CH2:55][CH2:56][CH3:57].O. Product: [Si:7]([O:14][CH2:15][CH:16]([CH2:18][O:19][CH2:20][CH2:21][CH2:22][CH2:23][CH2:24][CH2:25][CH2:26][CH2:27][CH2:28][CH2:29][CH2:30][CH2:31][CH2:32][CH2:33][CH2:34][CH3:35])[O:17][C:36](=[O:58])[CH:37]=[CH:38][CH:39]=[CH:40][CH:41]=[CH:42][CH:43]=[CH:44][CH:45]=[CH:46][CH:47]=[CH:48][CH2:49][CH2:50][CH2:51][CH2:52][CH2:53][CH2:54][CH2:55][CH2:56][CH3:57])([C:10]([CH3:13])([CH3:12])[CH3:11])([CH3:9])[CH3:8]. The catalyst class is: 11. (5) Reactant: Cl.[F:2][C:3]1[CH:4]=[C:5]([N:10]2[C:15]3[N:16]=[CH:17][C:18]([F:20])=[CH:19][C:14]=3[C:13](=[O:21])[N:12]([C@@H:22]3[CH2:26][CH2:25][NH:24][CH2:23]3)[C:11]2=[O:27])[CH:6]=[CH:7][C:8]=1[F:9].[NH:28]1[C:36]2[C:31](=[CH:32][CH:33]=[CH:34][CH:35]=2)[C:30]([C:37](O)=[O:38])=[N:29]1.CN(C(ON1N=NC2C=CC=NC1=2)=[N+](C)C)C.F[P-](F)(F)(F)(F)F.C1C=NC2N(O)N=NC=2C=1.CCN(C(C)C)C(C)C. Product: [F:2][C:3]1[CH:4]=[C:5]([N:10]2[C:15]3[N:16]=[CH:17][C:18]([F:20])=[CH:19][C:14]=3[C:13](=[O:21])[N:12]([C@@H:22]3[CH2:26][CH2:25][N:24]([C:37]([C:30]4[C:31]5[C:36](=[CH:35][CH:34]=[CH:33][CH:32]=5)[NH:28][N:29]=4)=[O:38])[CH2:23]3)[C:11]2=[O:27])[CH:6]=[CH:7][C:8]=1[F:9]. The catalyst class is: 37.